From a dataset of Forward reaction prediction with 1.9M reactions from USPTO patents (1976-2016). Predict the product of the given reaction. (1) Given the reactants [CH2:1]([O:3][C:4]([N:6]1[C:15]2[C:10](=[N:11][C:12]([O:16][CH3:17])=[CH:13][CH:14]=2)[C@@H:9]([NH:18][C:19]2[N:24]=[C:23]([CH2:25][C:26]3[CH:31]=[C:30]([C:32]([F:35])([F:34])[F:33])[CH:29]=[C:28]([C:36]([F:39])([F:38])[F:37])[CH:27]=3)[C:22]([S:40](CCC(OC)=O)(=[O:42])=[O:41])=[CH:21][N:20]=2)[CH2:8][C@H:7]1[CH2:49][CH3:50])=[O:5])[CH3:2].[OH-].[Na+].Cl.C(OCC)(=[O:56])C, predict the reaction product. The product is: [CH2:1]([O:3][C:4]([N:6]1[C:15]2[C:10](=[N:11][C:12]([O:16][CH3:17])=[CH:13][CH:14]=2)[C@@H:9]([NH:18][C:19]2[N:24]=[C:23]([CH2:25][C:26]3[CH:27]=[C:28]([C:36]([F:37])([F:39])[F:38])[CH:29]=[C:30]([C:32]([F:34])([F:33])[F:35])[CH:31]=3)[C:22]([S:40]([OH:41])(=[O:42])=[O:56])=[CH:21][N:20]=2)[CH2:8][C@H:7]1[CH2:49][CH3:50])=[O:5])[CH3:2]. (2) Given the reactants [F:1][C:2]1[CH:12]=[CH:11][C:5]2[N:6]=[C:7]([CH2:9]Cl)[NH:8][C:4]=2[CH:3]=1.C(OC([N:20]([CH2:40][C:41]1[CH:46]=[CH:45][CH:44]=[CH:43][N:42]=1)[CH2:21][C:22]1[CH:27]=[CH:26][C:25]([CH2:28][NH:29][CH:30]2[C:39]3[N:38]=[CH:37][CH:36]=[CH:35][C:34]=3[CH2:33][CH2:32][CH2:31]2)=[CH:24][CH:23]=1)=O)(C)(C)C.C(N(C(C)C)CC)(C)C.C(OC(N(CC1C=CC=CN=1)CC1C=CC(CN(CC2NC3C=CC(C(F)(F)F)=CC=3N=2)C2C3N=CC=CC=3CCC2)=CC=1)=O)(C)(C)C, predict the reaction product. The product is: [N:42]1[CH:43]=[CH:44][CH:45]=[CH:46][C:41]=1[CH2:40][NH:20][CH2:21][C:22]1[CH:23]=[CH:24][C:25]([CH2:28][N:29]([CH2:9][C:7]2[NH:6][C:5]3[CH:11]=[CH:12][C:2]([F:1])=[CH:3][C:4]=3[N:8]=2)[CH:30]2[C:39]3[N:38]=[CH:37][CH:36]=[CH:35][C:34]=3[CH2:33][CH2:32][CH2:31]2)=[CH:26][CH:27]=1. (3) The product is: [CH2:1]([N:5]([CH2:43][CH2:44][CH2:45][CH3:46])[C:6]([C:8]1[N:9]=[C:10]([C:54]2[CH:63]=[CH:62][C:57]([C:58]([O:60][CH3:61])=[O:59])=[CH:56][C:55]=2[C:64]([O:66][CH2:67][C:68]2[CH:69]=[CH:70][CH:71]=[CH:72][CH:73]=2)=[O:65])[N:11]([CH2:13][O:14][CH2:15][CH2:16][Si:17]([CH3:19])([CH3:18])[CH3:20])[CH:12]=1)=[O:7])[CH2:2][CH2:3][CH3:4]. Given the reactants [CH2:1]([N:5]([CH2:43][CH2:44][CH2:45][CH3:46])[C:6]([C:8]1[N:9]=[C:10](C2C=CC(C(OC)=O)=CC=2C(N2CCC3C(=CC=CC=3)C2)=O)[N:11]([CH2:13][O:14][CH2:15][CH2:16][Si:17]([CH3:20])([CH3:19])[CH3:18])[CH:12]=1)=[O:7])[CH2:2][CH2:3][CH3:4].CC1(C)COB([C:54]2[CH:63]=[CH:62][C:57]([C:58]([O:60][CH3:61])=[O:59])=[CH:56][C:55]=2[C:64]([O:66][CH2:67][C:68]2[CH:73]=[CH:72][CH:71]=[CH:70][CH:69]=2)=[O:65])OC1.BrC1N(COCC[Si](C)(C)C)C=C(C(N(CCCC)CCCC)=O)N=1, predict the reaction product. (4) The product is: [Br:1][C:2]1[CH:3]=[C:4]2[CH2:10][C:9](=[O:11])[N:8]([CH2:15][O:16][CH2:17][CH2:18][Si:19]([CH3:22])([CH3:21])[CH3:20])[C:5]2=[N:6][CH:7]=1. Given the reactants [Br:1][C:2]1[CH:3]=[C:4]2[CH2:10][C:9](=[O:11])[NH:8][C:5]2=[N:6][CH:7]=1.[H-].[Na+].Cl[CH2:15][O:16][CH2:17][CH2:18][Si:19]([CH3:22])([CH3:21])[CH3:20], predict the reaction product. (5) The product is: [ClH:29].[ClH:29].[NH:8]1[CH2:13][CH2:12][CH:11]([CH2:14][CH2:15][CH2:16][CH2:17][NH:18][C:19](=[O:28])[CH:20]=[CH:21][C:22]2[CH:23]=[N:24][CH:25]=[CH:26][CH:27]=2)[CH2:10][CH2:9]1. Given the reactants C(OC([N:8]1[CH2:13][CH2:12][CH:11]([CH2:14][CH2:15][CH2:16][CH2:17][NH:18][C:19](=[O:28])[CH:20]=[CH:21][C:22]2[CH:23]=[N:24][CH:25]=[CH:26][CH:27]=2)[CH2:10][CH2:9]1)=O)(C)(C)C.[ClH:29], predict the reaction product. (6) Given the reactants Cl[C:2]1[CH:11]=[CH:10][C:9]2[C:4](=[CH:5][CH:6]=[CH:7][C:8]=2[N+:12]([O-:14])=[O:13])[N:3]=1.[C:15]1(P(C2C=CC=CC=2)C2C=CC=CC=2)C=CC=C[CH:16]=1.C(C([Sn])=C(CCCC)CCCC)CCC, predict the reaction product. The product is: [N+:12]([C:8]1[CH:7]=[CH:6][CH:5]=[C:4]2[C:9]=1[CH:10]=[CH:11][C:2]([CH:15]=[CH2:16])=[N:3]2)([O-:14])=[O:13].